This data is from Merck oncology drug combination screen with 23,052 pairs across 39 cell lines. The task is: Regression. Given two drug SMILES strings and cell line genomic features, predict the synergy score measuring deviation from expected non-interaction effect. (1) Drug 1: CCC1(O)CC2CN(CCc3c([nH]c4ccccc34)C(C(=O)OC)(c3cc4c(cc3OC)N(C)C3C(O)(C(=O)OC)C(OC(C)=O)C5(CC)C=CCN6CCC43C65)C2)C1. Drug 2: Cn1nnc2c(C(N)=O)ncn2c1=O. Cell line: CAOV3. Synergy scores: synergy=-115. (2) Drug 1: CC(=O)OC1C(=O)C2(C)C(O)CC3OCC3(OC(C)=O)C2C(OC(=O)c2ccccc2)C2(O)CC(OC(=O)C(O)C(NC(=O)c3ccccc3)c3ccccc3)C(C)=C1C2(C)C. Drug 2: COC1=C2CC(C)CC(OC)C(O)C(C)C=C(C)C(OC(N)=O)C(OC)C=CC=C(C)C(=O)NC(=CC1=O)C2=O. Cell line: LNCAP. Synergy scores: synergy=-45.1. (3) Drug 1: NC1CCCCC1N.O=C(O)C(=O)O.[Pt+2]. Drug 2: CNC(=O)c1cc(Oc2ccc(NC(=O)Nc3ccc(Cl)c(C(F)(F)F)c3)cc2)ccn1. Cell line: OVCAR3. Synergy scores: synergy=-29.1. (4) Drug 1: CC(=O)OC1C(=O)C2(C)C(O)CC3OCC3(OC(C)=O)C2C(OC(=O)c2ccccc2)C2(O)CC(OC(=O)C(O)C(NC(=O)c3ccccc3)c3ccccc3)C(C)=C1C2(C)C. Drug 2: NC(=O)c1cccc2cn(-c3ccc(C4CCCNC4)cc3)nc12. Cell line: SW620. Synergy scores: synergy=7.80. (5) Drug 1: CCC1(O)CC2CN(CCc3c([nH]c4ccccc34)C(C(=O)OC)(c3cc4c(cc3OC)N(C)C3C(O)(C(=O)OC)C(OC(C)=O)C5(CC)C=CCN6CCC43C65)C2)C1. Drug 2: COC1=C2CC(C)CC(OC)C(O)C(C)C=C(C)C(OC(N)=O)C(OC)C=CC=C(C)C(=O)NC(=CC1=O)C2=O. Cell line: LNCAP. Synergy scores: synergy=-148. (6) Cell line: SKMES1. Drug 2: CCc1cnn2c(NCc3ccc[n+]([O-])c3)cc(N3CCCCC3CCO)nc12. Drug 1: C#Cc1cccc(Nc2ncnc3cc(OCCOC)c(OCCOC)cc23)c1. Synergy scores: synergy=10.5.